Dataset: Peptide-MHC class I binding affinity with 185,985 pairs from IEDB/IMGT. Task: Regression. Given a peptide amino acid sequence and an MHC pseudo amino acid sequence, predict their binding affinity value. This is MHC class I binding data. (1) The MHC is Mamu-A11 with pseudo-sequence Mamu-A11. The binding affinity (normalized) is 0.0720. The peptide sequence is TDSGPKANI. (2) The peptide sequence is VLWAHGFEL. The MHC is HLA-A02:06 with pseudo-sequence HLA-A02:06. The binding affinity (normalized) is 0.573. (3) The peptide sequence is MARPADASM. The MHC is HLA-B27:03 with pseudo-sequence HLA-B27:03. The binding affinity (normalized) is 0.0847. (4) The peptide sequence is LLLLTLLATV. The MHC is HLA-A02:06 with pseudo-sequence HLA-A02:06. The binding affinity (normalized) is 0.707. (5) The peptide sequence is SWLDFDEKLV. The MHC is HLA-A30:02 with pseudo-sequence HLA-A30:02. The binding affinity (normalized) is 0.214. (6) The peptide sequence is GELDRWEKI. The MHC is HLA-B07:02 with pseudo-sequence HLA-B07:02. The binding affinity (normalized) is 0.